This data is from NCI-60 drug combinations with 297,098 pairs across 59 cell lines. The task is: Regression. Given two drug SMILES strings and cell line genomic features, predict the synergy score measuring deviation from expected non-interaction effect. (1) Drug 1: CC(C1=C(C=CC(=C1Cl)F)Cl)OC2=C(N=CC(=C2)C3=CN(N=C3)C4CCNCC4)N. Drug 2: CS(=O)(=O)C1=CC(=C(C=C1)C(=O)NC2=CC(=C(C=C2)Cl)C3=CC=CC=N3)Cl. Cell line: A498. Synergy scores: CSS=6.14, Synergy_ZIP=-2.97, Synergy_Bliss=-4.52, Synergy_Loewe=-4.60, Synergy_HSA=-4.51. (2) Drug 1: CS(=O)(=O)C1=CC(=C(C=C1)C(=O)NC2=CC(=C(C=C2)Cl)C3=CC=CC=N3)Cl. Drug 2: C1=CN(C=N1)CC(O)(P(=O)(O)O)P(=O)(O)O. Synergy scores: CSS=36.0, Synergy_ZIP=6.66, Synergy_Bliss=9.82, Synergy_Loewe=15.3, Synergy_HSA=12.9. Cell line: SR. (3) Drug 1: C1C(C(OC1N2C=NC3=C(N=C(N=C32)Cl)N)CO)O. Drug 2: C1=CC=C(C(=C1)C(C2=CC=C(C=C2)Cl)C(Cl)Cl)Cl. Cell line: DU-145. Synergy scores: CSS=18.2, Synergy_ZIP=-5.13, Synergy_Bliss=-1.89, Synergy_Loewe=-9.18, Synergy_HSA=-1.66.